Dataset: Forward reaction prediction with 1.9M reactions from USPTO patents (1976-2016). Task: Predict the product of the given reaction. (1) Given the reactants [CH2:1]([C:8]1[CH:9]=[C:10]([N:18]2[CH:22]=[CH:21][N:20]([C:23]3[CH:28]=[CH:27][C:26]([O:29][C:30]4[CH:35]=[CH:34][CH:33]=[CH:32][CH:31]=4)=[CH:25][CH:24]=3)[C:19]2=[O:36])[CH:11]=[CH:12][C:13]=1[O:14][CH2:15][CH2:16]Br)[C:2]1[CH:7]=[CH:6][CH:5]=[CH:4][CH:3]=1.[NH:37]1[CH2:41][CH2:40][CH2:39][CH2:38]1.[I-].[Na+], predict the reaction product. The product is: [CH2:1]([C:8]1[CH:9]=[C:10]([N:18]2[CH:22]=[CH:21][N:20]([C:23]3[CH:28]=[CH:27][C:26]([O:29][C:30]4[CH:35]=[CH:34][CH:33]=[CH:32][CH:31]=4)=[CH:25][CH:24]=3)[C:19]2=[O:36])[CH:11]=[CH:12][C:13]=1[O:14][CH2:15][CH2:16][N:37]1[CH2:41][CH2:40][CH2:39][CH2:38]1)[C:2]1[CH:7]=[CH:6][CH:5]=[CH:4][CH:3]=1. (2) Given the reactants [CH3:1][C:2]1[C:7]([N+:8]([O-:10])=[O:9])=[CH:6][C:5]([C:11]#[C:12][Si](C)(C)C)=[CH:4][N:3]=1.C(=O)([O-])[O-].[K+].[K+], predict the reaction product. The product is: [C:11]([C:5]1[CH:6]=[C:7]([N+:8]([O-:10])=[O:9])[C:2]([CH3:1])=[N:3][CH:4]=1)#[CH:12]. (3) Given the reactants [CH3:1][N:2]([S:27]([C:30]1[S:31][CH:32]=[CH:33][CH:34]=1)(=[O:29])=[O:28])[C:3]1[CH:4]=[CH:5][CH:6]=[C:7]2[C:11]=1[NH:10][C:9]([C:12]1[S:13][C:14]3([CH2:21][CH2:20][N:19]([CH2:22]C(OC)=O)[CH2:18][CH2:17]3)[CH2:15][N:16]=1)=[CH:8]2.[CH3:35][Li].C([O:39][CH2:40][CH3:41])C.[Cl-].[NH4+], predict the reaction product. The product is: [OH:39][C:40]([CH3:41])([CH3:35])[CH2:22][N:19]1[CH2:20][CH2:21][C:14]2([S:13][C:12]([C:9]3[NH:10][C:11]4[C:7]([CH:8]=3)=[CH:6][CH:5]=[CH:4][C:3]=4[N:2]([CH3:1])[S:27]([C:30]3[S:31][CH:32]=[CH:33][CH:34]=3)(=[O:29])=[O:28])=[N:16][CH2:15]2)[CH2:17][CH2:18]1. (4) Given the reactants F[C:2]1[CH:7]=[CH:6][C:5]([N+:8]([O-:10])=[O:9])=[CH:4][C:3]=1[NH:11][C:12](=[O:14])[CH3:13].[NH:15]1[CH2:19][CH2:18][CH2:17][CH2:16]1.C(O)(=O)CC(CC(O)=O)(C(O)=O)O, predict the reaction product. The product is: [N+:8]([C:5]1[CH:6]=[CH:7][C:2]([N:15]2[CH2:19][CH2:18][CH2:17][CH2:16]2)=[C:3]([NH:11][C:12](=[O:14])[CH3:13])[CH:4]=1)([O-:10])=[O:9]. (5) Given the reactants [C:1]([O:5][C:6]([NH:8][C@H:9]([C:14]1[CH:19]=[CH:18][CH:17]=[CH:16][CH:15]=1)[C:10]([O:12]C)=O)=[O:7])([CH3:4])([CH3:3])[CH3:2].[CH2:20]1[CH2:24]OCC1.[CH2:25]([Mg]Br)[CH3:26].CCOC(C)=O, predict the reaction product. The product is: [CH2:20]([C:10]([OH:12])([CH2:25][CH3:26])[C@H:9]([NH:8][C:6](=[O:7])[O:5][C:1]([CH3:2])([CH3:3])[CH3:4])[C:14]1[CH:19]=[CH:18][CH:17]=[CH:16][CH:15]=1)[CH3:24]. (6) Given the reactants [C:1]([C:5]1[CH:6]=[C:7]([NH2:17])[N:8]([C:10]2[CH:11]=[N:12][C:13]([CH3:16])=[CH:14][CH:15]=2)[N:9]=1)([CH3:4])([CH3:3])[CH3:2].[OH-].[Na+].Cl[C:21]([O:23][CH2:24][C:25]([Cl:28])([Cl:27])[Cl:26])=[O:22], predict the reaction product. The product is: [Cl:26][C:25]([Cl:28])([Cl:27])[CH2:24][O:23][C:21](=[O:22])[NH:17][C:7]1[N:8]([C:10]2[CH:11]=[N:12][C:13]([CH3:16])=[CH:14][CH:15]=2)[N:9]=[C:5]([C:1]([CH3:4])([CH3:3])[CH3:2])[CH:6]=1. (7) Given the reactants [Cl:1][C:2]1[CH:3]=[C:4]([CH:23]=[CH:24][C:25]=1[Cl:26])[O:5][CH:6]1[CH2:11][CH2:10][N:9]([CH:12]2[CH2:17][CH2:16][CH:15]([C:18]([O:20][CH2:21][CH3:22])=[O:19])[CH2:14][CH2:13]2)[CH2:8][CH2:7]1.[O-]CC.[Na+].[Na].C(O)C, predict the reaction product. The product is: [Cl:1][C:2]1[CH:3]=[C:4]([CH:23]=[CH:24][C:25]=1[Cl:26])[O:5][CH:6]1[CH2:7][CH2:8][N:9]([C@H:12]2[CH2:13][CH2:14][C@H:15]([C:18]([O:20][CH2:21][CH3:22])=[O:19])[CH2:16][CH2:17]2)[CH2:10][CH2:11]1.